Dataset: HIV replication inhibition screening data with 41,000+ compounds from the AIDS Antiviral Screen. Task: Binary Classification. Given a drug SMILES string, predict its activity (active/inactive) in a high-throughput screening assay against a specified biological target. (1) The compound is COC(=O)c1nc2[nH]n(-c3ccccc3)c(=O)c2c2c1CCCCCCCCCC2. The result is 0 (inactive). (2) The molecule is CC(=Cc1ccccc1)C=C1N=C(c2ccccc2)OC1=O. The result is 0 (inactive).